Dataset: Catalyst prediction with 721,799 reactions and 888 catalyst types from USPTO. Task: Predict which catalyst facilitates the given reaction. (1) Reactant: C(O[C:4](=O)[CH2:5][N:6]=C(C1C=CC=CC=1)C1C=CC=CC=1)C.[H-].[Na+].Cl[C:24]1[C:29]([Cl:30])=[CH:28][C:27]([C:31]([F:34])([F:33])[F:32])=[CH:26][N:25]=1.CI.C(=O)([O-])[O-].[Na+].[Na+]. Product: [Cl:30][C:29]1[C:24]([CH:5]([CH3:4])[NH2:6])=[N:25][CH:26]=[C:27]([C:31]([F:34])([F:33])[F:32])[CH:28]=1. The catalyst class is: 9. (2) Reactant: [CH2:1]([C:8]1([C:14]#[N:15])[CH2:13][CH2:12][NH:11][CH2:10][CH2:9]1)[C:2]1[CH:7]=[CH:6][CH:5]=[CH:4][CH:3]=1.Cl.[C:17]([N:25]1[CH2:30][CH2:29][CH2:28][C:27]([C:47]2[CH:52]=[CH:51][C:50]([Cl:53])=[C:49]([Cl:54])[CH:48]=2)([CH2:31][CH2:32][CH2:33]N2CCC(C(N3CCCC3)=O)CC2)[CH2:26]1)(=[O:24])[C:18]1[CH:23]=[CH:22][CH:21]=[CH:20][CH:19]=1.C([O-])([O-])=O.[K+].[K+].Cl. Product: [OH2:24].[ClH:53].[C:17]([N:25]1[CH2:30][CH2:29][CH2:28][C:27]([CH2:31][CH2:32][CH2:33][N:11]2[CH2:10][CH2:9][C:8]([CH2:1][C:2]3[CH:7]=[CH:6][CH:5]=[CH:4][CH:3]=3)([C:14]#[N:15])[CH2:13][CH2:12]2)([C:47]2[CH:52]=[CH:51][C:50]([Cl:53])=[C:49]([Cl:54])[CH:48]=2)[CH2:26]1)(=[O:24])[C:18]1[CH:19]=[CH:20][CH:21]=[CH:22][CH:23]=1. The catalyst class is: 3. (3) Reactant: [Cl:1][C:2]1[N:7]=[CH:6][N:5]=[C:4]([NH2:8])[C:3]=1[NH2:9].[Cl:10][C:11]1[CH:16]=[CH:15][CH:14]=[C:13]([Cl:17])[C:12]=1[CH2:18][CH:19]=O. Product: [Cl:1][C:2]1[N:7]=[CH:6][N:5]=[C:4]2[C:3]=1[N:9]=[C:19]([CH2:18][C:12]1[C:11]([Cl:10])=[CH:16][CH:15]=[CH:14][C:13]=1[Cl:17])[NH:8]2. The catalyst class is: 12. (4) Reactant: C([O:5][C:6](=[O:23])/[CH:7]=[CH:8]/[C:9]1[CH:13]=[CH:12][N:11]([S:14]([C:17]2[S:18][C:19]([Br:22])=[CH:20][CH:21]=2)(=[O:16])=[O:15])[CH:10]=1)(C)(C)C.C(O)(C(F)(F)F)=O. Product: [Br:22][C:19]1[S:18][C:17]([S:14]([N:11]2[CH:12]=[CH:13][C:9](/[CH:8]=[CH:7]/[C:6]([OH:23])=[O:5])=[CH:10]2)(=[O:15])=[O:16])=[CH:21][CH:20]=1. The catalyst class is: 4. (5) Reactant: [CH3:1][C:2]1[CH:7]=[CH:6][C:5]([N:8]2[C:12]([CH3:14])([CH3:13])[C:11](=N)[N:10]([C:16]3[CH:23]=[CH:22][C:19]([C:20]#[N:21])=[C:18]([C:24]([F:27])([F:26])[F:25])[CH:17]=3)[C:9]2=[S:28])=[CH:4][CH:3]=1.C[OH:30].O. Product: [CH3:1][C:2]1[CH:7]=[CH:6][C:5]([N:8]2[C:12]([CH3:14])([CH3:13])[C:11](=[O:30])[N:10]([C:16]3[CH:23]=[CH:22][C:19]([C:20]#[N:21])=[C:18]([C:24]([F:27])([F:26])[F:25])[CH:17]=3)[C:9]2=[S:28])=[CH:4][CH:3]=1. The catalyst class is: 33. (6) Reactant: [NH2:1][C:2]1[CH:25]=[CH:24][C:23]([N:26]2[CH2:31][CH2:30][CH2:29][CH2:28][CH2:27]2)=[CH:22][C:3]=1[C:4]([NH:6][C:7]1[CH:11]=[CH:10][N:9]([C:12]2[CH:17]=[CH:16][CH:15]=[C:14]([C:18]([F:21])([F:20])[F:19])[CH:13]=2)[N:8]=1)=[O:5].[Cl:32][CH2:33][C:34]1[N:39]=[C:38]([C:40](O)=[O:41])[CH:37]=[CH:36][CH:35]=1.CCN=C=NCCCN(C)C.Cl. Product: [Cl:32][CH2:33][C:34]1[N:39]=[C:38]([C:40]([NH:1][C:2]2[CH:25]=[CH:24][C:23]([N:26]3[CH2:31][CH2:30][CH2:29][CH2:28][CH2:27]3)=[CH:22][C:3]=2[C:4](=[O:5])[NH:6][C:7]2[CH:11]=[CH:10][N:9]([C:12]3[CH:17]=[CH:16][CH:15]=[C:14]([C:18]([F:20])([F:21])[F:19])[CH:13]=3)[N:8]=2)=[O:41])[CH:37]=[CH:36][CH:35]=1. The catalyst class is: 112. (7) Reactant: [N+:1]([C:4]1[CH:12]=[C:11]2[C:7]([CH:8]=[N:9][NH:10]2)=[CH:6][CH:5]=1)([O-:3])=[O:2].[H-].[Na+].I[C:16](C)([CH3:18])[CH3:17]. Product: [CH:16]([N:10]1[C:11]2[C:7](=[CH:6][CH:5]=[C:4]([N+:1]([O-:3])=[O:2])[CH:12]=2)[CH:8]=[N:9]1)([CH3:18])[CH3:17]. The catalyst class is: 9. (8) Reactant: Cl.[NH2:2][CH:3]([C:6]1[CH:11]=[CH:10][C:9]([Cl:12])=[CH:8][CH:7]=1)[C:4]#[N:5].C(N(CC)CC)C.[CH2:20]([O:22][C:23]1[CH:24]=[C:25]([CH2:33][CH2:34][C:35](Cl)=[O:36])[CH:26]=[CH:27][C:28]=1[O:29][CH2:30][C:31]#[CH:32])[CH3:21]. Product: [Cl:12][C:9]1[CH:10]=[CH:11][C:6]([CH:3]([NH:2][C:35](=[O:36])[CH2:34][CH2:33][C:25]2[CH:26]=[CH:27][C:28]([O:29][CH2:30][C:31]#[CH:32])=[C:23]([O:22][CH2:20][CH3:21])[CH:24]=2)[C:4]#[N:5])=[CH:7][CH:8]=1. The catalyst class is: 7. (9) Reactant: Cl[C:2]1[N:7]=[N:6][CH:5]=[C:4]([C:8]2[S:12][C:11]([NH:13][C:14](=[O:16])[CH3:15])=[N:10][C:9]=2[CH3:17])[CH:3]=1.[C:18]1([S:24]([NH2:27])(=[O:26])=[O:25])[CH:23]=[CH:22][CH:21]=[CH:20][CH:19]=1.C(=O)([O-])[O-].[Cs+].[Cs+]. Product: [CH3:17][C:9]1[N:10]=[C:11]([NH:13][C:14](=[O:16])[CH3:15])[S:12][C:8]=1[C:4]1[CH:3]=[C:2]([NH:27][S:24]([C:18]2[CH:23]=[CH:22][CH:21]=[CH:20][CH:19]=2)(=[O:26])=[O:25])[N:7]=[N:6][CH:5]=1. The catalyst class is: 44. (10) Reactant: [Br:1][C:2]1[CH:3]=[C:4]2[C:8](=[C:9]([C:11]([O:13][CH2:14][CH3:15])=[O:12])[CH:10]=1)[NH:7][CH:6]=[C:5]2[CH:16]1[CH2:21][CH2:20][S:19][CH:18]([C:22]2[CH:27]=[CH:26][CH:25]=[CH:24][CH:23]=2)[CH2:17]1.[C:28]([O:32][C:33](O[C:33]([O:32][C:28]([CH3:31])([CH3:30])[CH3:29])=[O:34])=[O:34])([CH3:31])([CH3:30])[CH3:29].CN(C1C=CC=CN=1)C. Product: [Br:1][C:2]1[CH:3]=[C:4]2[C:8](=[C:9]([C:11]([O:13][CH2:14][CH3:15])=[O:12])[CH:10]=1)[N:7]([C:33]([O:32][C:28]([CH3:31])([CH3:30])[CH3:29])=[O:34])[CH:6]=[C:5]2[CH:16]1[CH2:21][CH2:20][S:19][CH:18]([C:22]2[CH:23]=[CH:24][CH:25]=[CH:26][CH:27]=2)[CH2:17]1. The catalyst class is: 10.